From a dataset of Forward reaction prediction with 1.9M reactions from USPTO patents (1976-2016). Predict the product of the given reaction. (1) The product is: [Cl:1][C:2]1[CH:7]=[C:6]([N+:12]([O-:14])=[O:13])[C:5]([CH3:8])=[C:4]([N+:9]([O-:11])=[O:10])[CH:3]=1. Given the reactants [Cl:1][C:2]1[CH:7]=[CH:6][C:5]([CH3:8])=[C:4]([N+:9]([O-:11])=[O:10])[CH:3]=1.[N+:12]([O-])([OH:14])=[O:13].O, predict the reaction product. (2) Given the reactants [C:1]([O:5][C:6]([N:8]1[CH:13]([CH2:14][CH3:15])[CH2:12][CH:11]([N:16]([CH2:27][C:28]2[CH:33]=[C:32]([C:34]([F:37])([F:36])[F:35])[CH:31]=[C:30]([Cl:38])[CH:29]=2)[C:17]2[O:18][CH:19]=[C:20]([C:22](OCC)=[O:23])[N:21]=2)[CH2:10][CH:9]1[CH2:39][C:40]1[CH:45]=[CH:44][CH:43]=[CH:42][CH:41]=1)=[O:7])([CH3:4])([CH3:3])[CH3:2].[BH4-].[Li+].CCOC(C)=O.Cl, predict the reaction product. The product is: [C:1]([O:5][C:6]([N:8]1[CH:13]([CH2:14][CH3:15])[CH2:12][CH:11]([N:16]([CH2:27][C:28]2[CH:33]=[C:32]([C:34]([F:36])([F:37])[F:35])[CH:31]=[C:30]([Cl:38])[CH:29]=2)[C:17]2[O:18][CH:19]=[C:20]([CH2:22][OH:23])[N:21]=2)[CH2:10][CH:9]1[CH2:39][C:40]1[CH:41]=[CH:42][CH:43]=[CH:44][CH:45]=1)=[O:7])([CH3:2])([CH3:3])[CH3:4]. (3) The product is: [ClH:18].[CH2:8]1[C:7]2([CH2:10][CH:4]([C:1]([NH2:2])=[O:3])[NH:5][CH2:6]2)[CH2:9]1. Given the reactants [C:1]([CH:4]1[CH2:10][C:7]2([CH2:9][CH2:8]2)[CH2:6][N:5]1C(OC(C)(C)C)=O)(=[O:3])[NH2:2].[ClH:18], predict the reaction product. (4) Given the reactants [CH3:1][C:2]1[S:6][CH:5]=[N:4][C:3]=1[C:7]([OH:9])=O.O1CCCC1.S(Cl)(Cl)=O.[NH2:19][C:20]1[CH:21]=[C:22]([CH:39]=[CH:40][C:41]=1[CH3:42])[O:23][C:24]1[CH:25]=[CH:26][C:27]2[N:28]([N:30]=[C:31]([NH:33][C:34]([CH:36]3[CH2:38][CH2:37]3)=[O:35])[N:32]=2)[CH:29]=1, predict the reaction product. The product is: [CH:36]1([C:34]([NH:33][C:31]2[N:32]=[C:27]3[CH:26]=[CH:25][C:24]([O:23][C:22]4[CH:39]=[CH:40][C:41]([CH3:42])=[C:20]([NH:19][C:7]([C:3]5[N:4]=[CH:5][S:6][C:2]=5[CH3:1])=[O:9])[CH:21]=4)=[CH:29][N:28]3[N:30]=2)=[O:35])[CH2:37][CH2:38]1. (5) Given the reactants Cl.[N:2]1[CH:7]=[CH:6][CH:5]=[C:4]([NH:8][C:9]([C:11]2[CH:12]=[CH:13][C:14]3[NH:15][C:16]4[CH:17]([NH2:24])[CH2:18][CH2:19][CH2:20][C:21]=4[C:22]=3[CH:23]=2)=[O:10])[CH:3]=1.N1C=CC=CC=1.[C:31](Cl)(=[O:33])[CH3:32], predict the reaction product. The product is: [N:2]1[CH:7]=[CH:6][CH:5]=[C:4]([NH:8][C:9]([C:11]2[CH:12]=[CH:13][C:14]3[NH:15][C:16]4[CH:17]([NH:24][C:31](=[O:33])[CH3:32])[CH2:18][CH2:19][CH2:20][C:21]=4[C:22]=3[CH:23]=2)=[O:10])[CH:3]=1. (6) Given the reactants [CH3:1][O:2][C:3]([CH:5]1[CH2:10][CH2:9][CH:8]([CH2:11][OH:12])[CH2:7][CH2:6]1)=[O:4].C(N(CC)CC)C.[C:20]1([CH3:30])[CH:25]=[CH:24][C:23]([S:26](Cl)(=[O:28])=[O:27])=[CH:22][CH:21]=1, predict the reaction product. The product is: [CH3:1][O:2][C:3]([CH:5]1[CH2:10][CH2:9][CH:8]([CH2:11][O:12][S:26]([C:23]2[CH:24]=[CH:25][C:20]([CH3:30])=[CH:21][CH:22]=2)(=[O:28])=[O:27])[CH2:7][CH2:6]1)=[O:4]. (7) Given the reactants [CH3:1][C:2]1([CH3:32])[CH2:11][CH2:10][C:9](O)([CH2:12][C:13]([O:15][CH2:16][CH3:17])=[O:14])[C:8]2[CH:7]=[C:6]([N:19]=[N:20]C3C=CC=CC=3C(OCC)=O)[CH:5]=[CH:4][C:3]1=2.[CH2:42]1[CH2:47][CH2:46][CH:45](N=C=N[CH:42]2[CH2:47][CH2:46][CH2:45][CH2:44][CH2:43]2)[CH2:44][CH2:43]1, predict the reaction product. The product is: [CH3:1][C:2]1([CH3:32])[CH2:11][CH:10]=[C:9]([CH2:12][C:13]([O:15][CH2:16][CH3:17])=[O:14])[C:8]2[CH:7]=[C:6]([N:19]=[N:20][C:45]3[CH:46]=[CH:47][C:42]([C:13]([O:15][CH2:16][CH3:17])=[O:14])=[CH:43][CH:44]=3)[CH:5]=[CH:4][C:3]1=2.